From a dataset of Full USPTO retrosynthesis dataset with 1.9M reactions from patents (1976-2016). Predict the reactants needed to synthesize the given product. (1) Given the product [CH3:20][C:14]1([CH3:21])[CH2:13][C:12]2[CH:11]=[C:10]3[N:17]([CH2:18][CH2:19][N:8]([C:4]4[C:3]([C:23]([OH:25])=[O:24])=[C:2]([C:31]5[CH:30]=[C:29]([NH:42][C:43]6[CH:48]=[CH:47][C:46]([N:49]7[CH2:54][CH2:53][N:52]([CH:55]8[CH2:56][O:57][CH2:58]8)[CH2:51][C@@H:50]7[CH3:59])=[CH:45][N:44]=6)[C:28](=[O:60])[N:27]([CH3:26])[CH:32]=5)[CH:7]=[CH:6][N:5]=4)[C:9]3=[O:22])[C:16]=2[CH2:15]1, predict the reactants needed to synthesize it. The reactants are: Cl[C:2]1[CH:7]=[CH:6][N:5]=[C:4]([N:8]2[CH2:19][CH2:18][N:17]3[C:10](=[CH:11][C:12]4[CH2:13][C:14]([CH3:21])([CH3:20])[CH2:15][C:16]=43)[C:9]2=[O:22])[C:3]=1[C:23]([OH:25])=[O:24].[CH3:26][N:27]1[CH:32]=[C:31](B2OC(C)(C)C(C)(C)O2)[CH:30]=[C:29]([NH:42][C:43]2[CH:48]=[CH:47][C:46]([N:49]3[CH2:54][CH2:53][N:52]([CH:55]4[CH2:58][O:57][CH2:56]4)[CH2:51][C@@H:50]3[CH3:59])=[CH:45][N:44]=2)[C:28]1=[O:60].[O-]P([O-])([O-])=O.[K+].[K+].[K+].C([O-])(=O)C.[Na+]. (2) Given the product [NH:43]1[C:44]2[C:49](=[CH:48][CH:47]=[CH:46][CH:45]=2)[C:41]([C:11]2[N:12]=[C:7]([N:4]3[CH2:5][CH2:6][O:1][CH2:2][CH2:3]3)[C:8]3[N:28]=[C:27]([CH2:29][N:30]4[CH2:35][CH2:34][CH:33]([C:36]([OH:39])([CH3:38])[CH3:37])[CH2:32][CH2:31]4)[S:26][C:9]=3[N:10]=2)=[N:42]1, predict the reactants needed to synthesize it. The reactants are: [O:1]1[CH2:6][CH2:5][N:4]([C:7]2[C:8]3[N:28]=[C:27]([CH2:29][N:30]4[CH2:35][CH2:34][CH:33]([C:36]([OH:39])([CH3:38])[CH3:37])[CH2:32][CH2:31]4)[S:26][C:9]=3[N:10]=[C:11]([Sn](CCCC)(CCCC)CCCC)[N:12]=2)[CH2:3][CH2:2]1.I[C:41]1[C:49]2[C:44](=[CH:45][CH:46]=[CH:47][CH:48]=2)[NH:43][N:42]=1. (3) Given the product [F:14][C:2]([F:1])([F:13])[C:3]1[N:4]=[CH:5][NH:6][C:7]=1[CH2:8][OH:9], predict the reactants needed to synthesize it. The reactants are: [F:1][C:2]([F:14])([F:13])[C:3]1[N:4]=[CH:5][NH:6][C:7]=1[C:8](OCC)=[O:9].[H-].[Al+3].[Li+].[H-].[H-].[H-]. (4) Given the product [CH2:29]([CH:3]([CH2:1][CH3:2])[CH:4]([C:10]1[CH:28]=[CH:27][C:13]2[N:14]=[C:15]([C:17]3[CH:26]=[CH:25][C:20]([C:21]([OH:23])=[O:22])=[CH:19][CH:18]=3)[S:16][C:12]=2[CH:11]=1)[N:5]1[CH:9]=[CH:8][N:7]=[CH:6]1)[CH3:30], predict the reactants needed to synthesize it. The reactants are: [CH2:1]([CH:3]([CH2:29][CH3:30])[CH:4]([C:10]1[CH:28]=[CH:27][C:13]2[N:14]=[C:15]([C:17]3[CH:26]=[CH:25][C:20]([C:21]([O:23]C)=[O:22])=[CH:19][CH:18]=3)[S:16][C:12]=2[CH:11]=1)[N:5]1[CH:9]=[CH:8][N:7]=[CH:6]1)[CH3:2].[Li+].[OH-]. (5) Given the product [NH2:2][C:1]1[C:3]2[C:8]([C:9]3[CH:14]=[CH:13][C:12]([C:15]([F:16])([F:18])[F:17])=[C:11]([O:19][CH3:20])[CH:10]=3)=[N:7][C:6]([NH:21][CH:22]3[CH2:24][CH2:23]3)=[N:5][C:4]=2[S:25][C:26]=1[C:27]([NH2:29])=[O:28], predict the reactants needed to synthesize it. The reactants are: [C:1]([C:3]1[C:4]([S:25][CH2:26][C:27]([NH2:29])=[O:28])=[N:5][C:6]([NH:21][CH:22]2[CH2:24][CH2:23]2)=[N:7][C:8]=1[C:9]1[CH:14]=[CH:13][C:12]([C:15]([F:18])([F:17])[F:16])=[C:11]([O:19][CH3:20])[CH:10]=1)#[N:2].[Na].O.C(O)(=O)C. (6) Given the product [Br:24][C:11]1[C:10]2[C:20]3=[C:19]4[C:7](=[CH:8][CH:9]=2)[CH:6]=[C:5]([C:1]([CH3:4])([CH3:3])[CH3:2])[CH:18]=[C:17]4[CH:16]=[CH:15][C:14]3=[C:13]([CH3:21])[CH:12]=1, predict the reactants needed to synthesize it. The reactants are: [C:1]([C:5]1[CH:6]=[C:7]2[C:19]3=[C:20]4[C:10](=[CH:11][CH:12]=[C:13]([CH3:21])[C:14]4=[CH:15][CH:16]=[C:17]3[CH:18]=1)[CH:9]=[CH:8]2)([CH3:4])([CH3:3])[CH3:2].CO.[Br-:24].[Br-].[Br-].C([N+](C)(C)C)C1C=CC=CC=1.C([N+](C)(C)C)C1C=CC=CC=1.C([N+](C)(C)C)C1C=CC=CC=1.O. (7) Given the product [F:1][C:2]1[C:3]([CH3:19])=[C:4]([C@:9]2([C:15]([O:17][CH3:18])=[O:16])[CH2:13][CH2:12][C:11](=[O:14])[CH2:10]2)[CH:5]=[CH:6][C:7]=1[F:8], predict the reactants needed to synthesize it. The reactants are: [F:1][C:2]1[C:3]([CH3:19])=[C:4]([C@:9]2([C:15]([O:17][CH3:18])=[O:16])[CH2:13][CH2:12][C@H:11]([OH:14])[CH2:10]2)[CH:5]=[CH:6][C:7]=1[F:8].CC(OI1(OC(C)=O)(OC(C)=O)OC(=O)C2C=CC=CC1=2)=O.